Dataset: Full USPTO retrosynthesis dataset with 1.9M reactions from patents (1976-2016). Task: Predict the reactants needed to synthesize the given product. (1) Given the product [CH3:11][N:12]1[C:16]([CH3:17])=[C:15]([C:2]2[N:7]=[C:6]([O:8][CH3:9])[C:5]([NH2:10])=[CH:4][CH:3]=2)[CH:14]=[N:13]1, predict the reactants needed to synthesize it. The reactants are: Br[C:2]1[N:7]=[C:6]([O:8][CH3:9])[C:5]([NH2:10])=[CH:4][CH:3]=1.[CH3:11][N:12]1[C:16]([CH3:17])=[C:15](B2OC(C)(C)C(C)(C)O2)[CH:14]=[N:13]1. (2) Given the product [CH3:13][O:12][C:7]1[CH:8]=[C:9]2[C:4](=[CH:5][CH:6]=1)[N:3]=[C:2]([NH:22][C:21]1[CH:23]=[CH:24][CH:25]=[CH:26][C:20]=1[N:17]1[CH2:18][CH2:19][O:14][CH2:15][CH2:16]1)[N:11]=[CH:10]2, predict the reactants needed to synthesize it. The reactants are: Cl[C:2]1[N:11]=[CH:10][C:9]2[C:4](=[CH:5][CH:6]=[C:7]([O:12][CH3:13])[CH:8]=2)[N:3]=1.[O:14]1[CH2:19][CH2:18][N:17]([C:20]2[CH:26]=[CH:25][CH:24]=[CH:23][C:21]=2[NH2:22])[CH2:16][CH2:15]1. (3) Given the product [OH:28][C:27]1([CH2:21][OH:22])[CH2:29][N:5]([C:7]([O:9][C:10]([CH3:11])([CH3:12])[CH3:13])=[O:8])[CH:4]([C:14]([O:16][CH3:17])=[O:15])[CH2:26]1, predict the reactants needed to synthesize it. The reactants are: C=C1C[N:5]([C:7]([O:9][C:10]([CH3:13])([CH3:12])[CH3:11])=[O:8])[CH:4]([C:14]([O:16][CH3:17])=[O:15])C1.C[N+]1([O-])CC[O:22][CH2:21]C1.[CH3:26][C:27]([CH3:29])=[O:28]. (4) Given the product [F:20][C:19]1[CH:18]=[CH:17][C:16]([CH:21]([CH3:26])[C:22]([O:24][CH3:25])=[O:23])=[CH:15][C:14]=1[I:31], predict the reactants needed to synthesize it. The reactants are: CC1C=CC(S(O)(=O)=O)=CC=1.O.N[C:14]1[CH:15]=[C:16]([CH:21]([CH3:26])[C:22]([O:24][CH3:25])=[O:23])[CH:17]=[CH:18][C:19]=1[F:20].N([O-])=O.[Na+].[I-:31].C([O-])(O)=O.[Na+].[O-]S([O-])(=S)=O.[Na+].[Na+]. (5) The reactants are: CN(C(ON1N=NC2C=CC=NC1=2)=[N+](C)C)C.F[P-](F)(F)(F)(F)F.CCN(C(C)C)C(C)C.[OH:34][C@H:35]([C:55]1[CH:60]=[CH:59][C:58]([O:61][CH3:62])=[CH:57][CH:56]=1)[C@H:36]([NH:40][C:41](=[O:54])[C@@H:42]([NH:44][C:45](=[O:53])[CH2:46][N:47]1[CH2:52][CH2:51][O:50][CH2:49][CH2:48]1)[CH3:43])[C:37](O)=[O:38].[NH2:63][C@@H:64]([CH2:71][CH:72]1[CH2:76][CH2:75][CH2:74][CH2:73]1)[C:65]([C@@:67]1([CH3:70])[CH2:69][O:68]1)=[O:66]. Given the product [CH:72]1([CH2:71][C@H:64]([NH:63][C:37](=[O:38])[C@@H:36]([NH:40][C:41](=[O:54])[C@@H:42]([NH:44][C:45](=[O:53])[CH2:46][N:47]2[CH2:52][CH2:51][O:50][CH2:49][CH2:48]2)[CH3:43])[C@H:35]([OH:34])[C:55]2[CH:60]=[CH:59][C:58]([O:61][CH3:62])=[CH:57][CH:56]=2)[C:65]([C@@:67]2([CH3:70])[CH2:69][O:68]2)=[O:66])[CH2:73][CH2:74][CH2:75][CH2:76]1, predict the reactants needed to synthesize it. (6) Given the product [CH:1]1([CH:7]([NH:18][C:19]2[CH:20]=[CH:21][C:22]([C:25]([NH:27][CH2:28][CH2:29][C:30]([OH:32])=[O:31])=[O:26])=[CH:23][CH:24]=2)[C:8]2[O:16][C:15]3[C:10](=[N:11][CH:12]=[CH:13][CH:14]=3)[C:9]=2[CH3:17])[CH2:6][CH2:5][CH2:4][CH2:3][CH2:2]1, predict the reactants needed to synthesize it. The reactants are: [CH:1]1([CH:7]([NH:18][C:19]2[CH:24]=[CH:23][C:22]([C:25]([NH:27][CH2:28][CH2:29][C:30]([O:32]CC)=[O:31])=[O:26])=[CH:21][CH:20]=2)[C:8]2[O:16][C:15]3[C:10](=[N:11][CH:12]=[CH:13][CH:14]=3)[C:9]=2[CH3:17])[CH2:6][CH2:5][CH2:4][CH2:3][CH2:2]1.O1CCCC1.[OH-].[Na+]. (7) Given the product [OH:1][NH:2][C:3](=[O:32])[CH2:4][N:5]1[C:10]2[CH:11]=[C:12]([C:15]([OH:17])=[O:16])[CH:13]=[CH:14][C:9]=2[S:8][CH:7]([CH2:20][CH2:21][CH2:22][C:23]2[CH:24]=[CH:25][C:26]([O:29][CH3:30])=[CH:27][CH:28]=2)[C:6]1=[O:31], predict the reactants needed to synthesize it. The reactants are: [OH:1][NH:2][C:3](=[O:32])[CH2:4][N:5]1[C:10]2[CH:11]=[C:12]([C:15]([O:17]CC)=[O:16])[CH:13]=[CH:14][C:9]=2[S:8][CH:7]([CH2:20][CH2:21][CH2:22][C:23]2[CH:28]=[CH:27][C:26]([O:29][CH3:30])=[CH:25][CH:24]=2)[C:6]1=[O:31].C1COCC1.[OH-].[Li+].Cl.